This data is from Catalyst prediction with 721,799 reactions and 888 catalyst types from USPTO. The task is: Predict which catalyst facilitates the given reaction. (1) Reactant: [Cl:1][C:2]1[CH:3]=[C:4]([C:11]([CH3:32])([CH3:31])[CH2:12][C:13]([OH:30])([C:26]([F:29])([F:28])[F:27])[CH2:14][C:15]2[NH:23][C:22]3[C:17](=[N:18][C:19]([C:24]#[N:25])=[CH:20][CH:21]=3)[CH:16]=2)[C:5]2[O:9][CH2:8][CH2:7][C:6]=2[CH:10]=1.B.CSC.Cl. Product: [NH2:25][CH2:24][C:19]1[N:18]=[C:17]2[CH:16]=[C:15]([CH2:14][C:13]([OH:30])([CH2:12][C:11]([C:4]3[C:5]4[O:9][CH2:8][CH2:7][C:6]=4[CH:10]=[C:2]([Cl:1])[CH:3]=3)([CH3:32])[CH3:31])[C:26]([F:29])([F:27])[F:28])[NH:23][C:22]2=[CH:21][CH:20]=1. The catalyst class is: 56. (2) Reactant: [C:1]([O:4][C:5]1[CH:6]=[C:7]([CH:11]=[CH:12][CH:13]=1)[C:8](O)=[O:9])(=[O:3])[CH3:2].[NH2:14]CC1SC=CC=1.ON1C2C=CC=CC=2N=N1.CN(C)CCCN=C=NCC. Product: [C:1]([O:4][C:5]1[CH:6]=[C:7]([CH:11]=[CH:12][CH:13]=1)[C:8]([NH2:14])=[O:9])(=[O:3])[CH3:2]. The catalyst class is: 3.